Dataset: Full USPTO retrosynthesis dataset with 1.9M reactions from patents (1976-2016). Task: Predict the reactants needed to synthesize the given product. (1) Given the product [CH:1]([N:4]1[C:8]2[C:9]3[CH:10]=[CH:11][CH:12]=[CH:13][C:14]=3[O:15][C:16]3([CH2:21][CH2:20][NH:19][CH2:18][CH2:17]3)[C:7]=2[CH:6]=[N:5]1)([CH3:3])[CH3:2], predict the reactants needed to synthesize it. The reactants are: [CH:1]([N:4]1[C:8]2[C:9]3[CH:10]=[CH:11][CH:12]=[CH:13][C:14]=3[O:15][C:16]3([CH2:21][CH2:20][N:19](C(OCC4C=CC=CC=4)=O)[CH2:18][CH2:17]3)[C:7]=2[CH:6]=[N:5]1)([CH3:3])[CH3:2].[H][H]. (2) Given the product [Cl:1][C:2]1[CH:3]=[C:4]([C:12]2[S:16][C:15]([C:17]3[C:18]([CH2:32][CH3:33])=[C:19]([CH:20]=[CH:21][CH:22]=3)[CH2:23][N:24]3[CH2:25][CH:26]([C:28]([OH:30])=[O:29])[CH2:27]3)=[N:14][N:13]=2)[CH:5]=[CH:6][C:7]=1[O:8][CH:9]([CH3:10])[CH3:11], predict the reactants needed to synthesize it. The reactants are: [Cl:1][C:2]1[CH:3]=[C:4]([C:12]2[S:16][C:15]([C:17]3[C:18]([CH2:32][CH3:33])=[C:19]([CH2:23][N:24]4[CH2:27][CH:26]([C:28]([O:30]C)=[O:29])[CH2:25]4)[CH:20]=[CH:21][CH:22]=3)=[N:14][N:13]=2)[CH:5]=[CH:6][C:7]=1[O:8][CH:9]([CH3:11])[CH3:10].[OH-].[Na+]. (3) Given the product [CH2:11]([CH:10]1[N:9]([CH2:8][CH2:7][CH2:6][N:1]2[CH:5]=[CH:4][N:3]=[CH:2]2)[C:19](=[O:29])[C:20]([OH:28])=[C:21]1[C:22]1[CH:23]=[CH:24][CH:25]=[CH:26][CH:27]=1)[CH2:12][CH2:13][CH3:14], predict the reactants needed to synthesize it. The reactants are: [N:1]1([CH2:6][CH2:7][CH2:8][NH2:9])[CH:5]=[CH:4][N:3]=[CH:2]1.[CH:10](=O)[CH2:11][CH2:12][CH2:13][CH3:14].C(O[C:19](=[O:29])[C:20](=[O:28])[CH2:21][C:22]1[CH:27]=[CH:26][CH:25]=[CH:24][CH:23]=1)C. (4) Given the product [C:28]([C:27]1[CH:20]([C:17]2[CH:18]=[CH:19][C:12]3=[N:11][O:15][N:14]=[C:13]3[CH:16]=2)[N:10]([C:8]2[CH:7]=[CH:6][C:5]3[NH:1][CH:2]=[N:3][C:4]=3[CH:9]=2)[C:25](=[O:24])[C:26]=1[OH:31])(=[O:30])[CH3:29], predict the reactants needed to synthesize it. The reactants are: [NH:1]1[C:5]2[CH:6]=[CH:7][C:8]([NH2:10])=[CH:9][C:4]=2[N:3]=[CH:2]1.[N:11]1[O:15][N:14]=[C:13]2[CH:16]=[C:17]([CH:20]=O)[CH:18]=[CH:19][C:12]=12.C([O:24][C:25](=O)[C:26](=[O:31])[CH2:27][C:28](=[O:30])[CH3:29])C. (5) Given the product [F:1][C:2]([F:33])([F:32])[C:3]1[CH:4]=[C:5]([C@H:13]2[O:17][C:16](=[O:18])[N:15]([CH2:19][C:20]3[CH:25]=[C:24]([C:26]([F:29])([F:28])[F:27])[CH:23]=[CH:22][C:21]=3[C:37]3[CH:36]=[C:35]([Br:34])[CH:40]=[CH:39][C:38]=3[F:44])[C@H:14]2[CH3:31])[CH:6]=[C:7]([C:9]([F:12])([F:11])[F:10])[CH:8]=1, predict the reactants needed to synthesize it. The reactants are: [F:1][C:2]([F:33])([F:32])[C:3]1[CH:4]=[C:5]([C@H:13]2[O:17][C:16](=[O:18])[N:15]([CH2:19][C:20]3[CH:25]=[C:24]([C:26]([F:29])([F:28])[F:27])[CH:23]=[CH:22][C:21]=3I)[C@H:14]2[CH3:31])[CH:6]=[C:7]([C:9]([F:12])([F:11])[F:10])[CH:8]=1.[Br:34][C:35]1[CH:36]=[CH:37][C:38]([F:44])=[C:39](B(O)O)[CH:40]=1.C1(C)C=CC=CC=1.C(=O)([O-])[O-].[Na+].[Na+]. (6) Given the product [NH2:2][CH2:12][C@H:11]([C@@H:7]1[CH:8]=[CH:4][CH2:5][O:6]1)[OH:25], predict the reactants needed to synthesize it. The reactants are: [Cl-].[NH4+:2].Br[C@@H:4]1[C@H:8]2OC[C@H:11]([C:12]3C=C(C)C=CC=3S([O-])(=O)=O)[C@@H:7]2[O:6][CH2:5]1.N.C[OH:25]. (7) The reactants are: C(=O)([O-])[O-].[K+].[K+].[Cl:7][C:8]1[N:13]=[C:12](Cl)[C:11]([C:15]([O:17][CH3:18])=[O:16])=[CH:10][N:9]=1.Cl.[CH3:20][NH2:21]. Given the product [Cl:7][C:8]1[N:13]=[C:12]([NH:21][CH3:20])[C:11]([C:15]([O:17][CH3:18])=[O:16])=[CH:10][N:9]=1, predict the reactants needed to synthesize it. (8) Given the product [F:1][C:2]([F:7])([CH2:5][CH3:6])[CH2:3][O:4][S:15]([C:18]([F:21])([F:20])[F:19])(=[O:17])=[O:16], predict the reactants needed to synthesize it. The reactants are: [F:1][C:2]([F:7])([CH2:5][CH3:6])[CH2:3][OH:4].C1C=CC(N([S:15]([C:18]([F:21])([F:20])[F:19])(=[O:17])=[O:16])[S:15]([C:18]([F:21])([F:20])[F:19])(=[O:17])=[O:16])=CC=1.CCN(CC)CC. (9) Given the product [Br:20][C:4]1[C:3]([C:9]2[CH:14]=[CH:13][CH:12]=[CH:11][CH:10]=2)=[C:2]([Cl:1])[N:7]=[N:6][C:5]=1[NH2:8], predict the reactants needed to synthesize it. The reactants are: [Cl:1][C:2]1[N:7]=[N:6][C:5]([NH2:8])=[CH:4][C:3]=1[C:9]1[CH:14]=[CH:13][CH:12]=[CH:11][CH:10]=1.C([O-])(O)=O.[Na+].[Br:20]Br.